Dataset: Reaction yield outcomes from USPTO patents with 853,638 reactions. Task: Predict the reaction yield, written as a fraction of the theoretical maximum amount of product (1.0 means a 100% yield; for example, 0.34 means a 34% yield). (1) The reactants are [CH3:1][Zn]C.[I:4][C:5]1[CH:12]=[CH:11][C:8]([CH:9]=[O:10])=[C:7]([N+:13]([O-:15])=[O:14])[CH:6]=1. The catalyst is ClCCl.CC(C)[O-].[Ti+4].CC(C)[O-].CC(C)[O-].CC(C)[O-]. The product is [I:4][C:5]1[CH:12]=[CH:11][C:8]([CH:9]([OH:10])[CH3:1])=[C:7]([N+:13]([O-:15])=[O:14])[CH:6]=1. The yield is 0.480. (2) The product is [OH:1][C@@H:2]1[C@@:19]2([CH3:20])[C:6](=[CH:7][CH:8]=[C:9]3[C@@H:18]2[CH2:17][CH2:16][C@@:14]2([CH3:15])[C@H:10]3[CH2:11][CH:12]=[C:13]2[CH2:21][O:22]/[CH:23]=[CH:24]\[CH2:25][C:26]([OH:29])([CH3:28])[CH3:27])[CH2:5][C@@H:4]([OH:30])[CH2:3]1. The reactants are [OH:1][C@@H:2]1[C@@:19]2([CH3:20])[C:6](=[CH:7][CH:8]=[C:9]3[C@@H:18]2[CH2:17][CH2:16][C@@:14]2([CH3:15])[C@H:10]3[CH2:11][CH:12]=[C:13]2[CH2:21][O:22][CH2:23][C:24]#[C:25][C:26]([OH:29])([CH3:28])[CH3:27])[CH2:5][C@@H:4]([OH:30])[CH2:3]1.N1C2C(=CC=CC=2)C=CC=1. The catalyst is [Pd].CO. The yield is 0.780. (3) The product is [CH3:17][O:6][C:5](=[O:7])[C:4]1[CH:8]=[CH:9][CH:10]=[CH:11][C:3]=1[CH2:1][CH3:2]. The reactants are [CH2:1]([C:3]1[CH:11]=[CH:10][CH:9]=[CH:8][C:4]=1[C:5]([OH:7])=[O:6])[CH3:2].S(=O)(=O)(O)O.[CH3:17]O. The yield is 0.960. No catalyst specified.